Task: Predict the reactants needed to synthesize the given product.. Dataset: Full USPTO retrosynthesis dataset with 1.9M reactions from patents (1976-2016) (1) Given the product [F:1][C:2]1[CH:11]=[CH:10][C:9]([C:17]2[CH2:22][CH2:21][N:20]([C:23]([O:25][C:26]([CH3:29])([CH3:28])[CH3:27])=[O:24])[CH2:19][CH:18]=2)=[CH:8][C:3]=1[C:4]([O:6][CH3:7])=[O:5], predict the reactants needed to synthesize it. The reactants are: [F:1][C:2]1[CH:11]=[CH:10][C:9](I)=[CH:8][C:3]=1[C:4]([O:6][CH3:7])=[O:5].[Li+].[Cl-].C[Sn](C)(C)[C:17]1[CH2:18][CH2:19][N:20]([C:23]([O:25][C:26]([CH3:29])([CH3:28])[CH3:27])=[O:24])[CH2:21][CH:22]=1.O1C=CC=C1P(C1OC=CC=1)C1OC=CC=1.C([O-])(O)=O.[Na+]. (2) The reactants are: [Cl:1][C:2]1[C:11]2[C:6](=[C:7]([CH3:12])[CH:8]=[CH:9][CH:10]=2)[C:5]([C:13]([OH:15])=O)=[CH:4][N:3]=1.[CH3:16][CH:17]1[CH2:22][NH:21][CH2:20][CH:19]([CH3:23])[NH:18]1. Given the product [Cl:1][C:2]1[C:11]2[C:6](=[C:7]([CH3:12])[CH:8]=[CH:9][CH:10]=2)[C:5]([C:13]([N:21]2[CH2:20][CH:19]([CH3:23])[NH:18][CH:17]([CH3:16])[CH2:22]2)=[O:15])=[CH:4][N:3]=1, predict the reactants needed to synthesize it. (3) Given the product [OH:16][N:3]1[C:4]([C:13]([OH:15])=[O:14])=[CH:5][CH:6]=[C:7]([O:8][CH2:9][C:10]([OH:12])=[O:11])[C:2]1=[O:18], predict the reactants needed to synthesize it. The reactants are: Br[C:2]1[C:7]([O:8][CH2:9][C:10]([OH:12])=[O:11])=[CH:6][CH:5]=[C:4]([C:13]([OH:15])=[O:14])[N+:3]=1[O-:16].Cl.[OH-:18].[K+].